Dataset: Full USPTO retrosynthesis dataset with 1.9M reactions from patents (1976-2016). Task: Predict the reactants needed to synthesize the given product. Given the product [CH3:20][S:17]([C:13]1[CH:12]=[C:11]([NH:10][C:6]2[C:5]3[N:4]([N:3]=[C:2]([NH:35][C:32]4[CH:31]=[CH:30][C:29]([N:26]5[CH2:25][CH2:24][N:23]([CH3:22])[CH2:28][CH2:27]5)=[CH:34][CH:33]=4)[N:21]=3)[CH:9]=[CH:8][CH:7]=2)[CH:16]=[CH:15][CH:14]=1)(=[O:19])=[O:18], predict the reactants needed to synthesize it. The reactants are: Cl[C:2]1[N:21]=[C:5]2[C:6]([NH:10][C:11]3[CH:16]=[CH:15][CH:14]=[C:13]([S:17]([CH3:20])(=[O:19])=[O:18])[CH:12]=3)=[CH:7][CH:8]=[CH:9][N:4]2[N:3]=1.[CH3:22][N:23]1[CH2:28][CH2:27][N:26]([C:29]2[CH:34]=[CH:33][C:32]([NH2:35])=[CH:31][CH:30]=2)[CH2:25][CH2:24]1.C1(P(C2CCCCC2)C2C=CC=CC=2C2C=CC=CC=2P(C2CCCCC2)C2CCCCC2)CCCCC1.